Dataset: Catalyst prediction with 721,799 reactions and 888 catalyst types from USPTO. Task: Predict which catalyst facilitates the given reaction. (1) Reactant: [CH3:1][C:2]1[C:7]([C:8]([F:11])([F:10])[F:9])=[CH:6][CH:5]=[CH:4][C:3]=1[NH:12][C:13](=[O:15])[CH3:14].C(O)(=O)C.[Br:20]Br.C(=O)([O-])[O-].[K+].[K+]. Product: [Br:20][C:6]1[CH:5]=[CH:4][C:3]([NH:12][C:13](=[O:15])[CH3:14])=[C:2]([CH3:1])[C:7]=1[C:8]([F:10])([F:11])[F:9]. The catalyst class is: 13. (2) Reactant: [CH3:1][C:2]1[CH:6]=[CH:5][S:4][N:3]=1.C([Li])CCC.[CH2:12]([Sn:16]([CH2:22][CH2:23][CH2:24][CH3:25])([CH2:18][CH2:19][CH2:20][CH3:21])Cl)[CH2:13][CH2:14][CH3:15].C([O-])(O)=O.[Na+]. Product: [CH3:1][C:2]1[CH:6]=[C:5]([Sn:16]([CH2:18][CH2:19][CH2:20][CH3:21])([CH2:22][CH2:23][CH2:24][CH3:25])[CH2:12][CH2:13][CH2:14][CH3:15])[S:4][N:3]=1. The catalyst class is: 1. (3) Reactant: [Cl:1][C:2]1[O:6][C:5]([CH:7]([O:10][C:11]2[C:12]([F:21])=[C:13]([C:17]([F:20])=[CH:18][CH:19]=2)[C:14]([NH2:16])=[O:15])[CH2:8][OH:9])=[N:4][C:3]=1[C:22]1[CH:27]=[CH:26][C:25]([C:28]([F:31])([F:30])[F:29])=[CH:24][CH:23]=1.CCN(CC)CC.[CH3:39][S:40](Cl)(=[O:42])=[O:41].O. Product: [CH3:39][S:40]([O:9][CH2:8][CH:7]([O:10][C:11]1[CH:19]=[CH:18][C:17]([F:20])=[C:13]([C:14](=[O:15])[NH2:16])[C:12]=1[F:21])[C:5]1[O:6][C:2]([Cl:1])=[C:3]([C:22]2[CH:27]=[CH:26][C:25]([C:28]([F:29])([F:30])[F:31])=[CH:24][CH:23]=2)[N:4]=1)(=[O:42])=[O:41]. The catalyst class is: 2.